The task is: Predict the product of the given reaction.. This data is from Forward reaction prediction with 1.9M reactions from USPTO patents (1976-2016). Given the reactants Cl[CH2:2][C:3]1[C:12]2[C:7](=[C:8]([CH3:14])[C:9]([OH:13])=[CH:10][CH:11]=2)[O:6][C:5](=[O:15])[CH:4]=1.S(=O)(=O)(O)[OH:17], predict the reaction product. The product is: [OH:13][C:9]1[CH:10]=[CH:11][C:12]2[C:3]([CH2:4][C:5]([OH:15])=[O:17])=[CH:2][O:6][C:7]=2[C:8]=1[CH3:14].